Dataset: Forward reaction prediction with 1.9M reactions from USPTO patents (1976-2016). Task: Predict the product of the given reaction. (1) The product is: [Cl:8][C:9]1[CH:40]=[CH:39][C:7]([C:5]#[CH:6])=[CH:37][C:10]=1[C:11]([NH2:13])=[O:12]. Given the reactants ClC(O[CH:5]([CH3:7])[CH3:6])=O.[Cl:8][C:9]1[CH:40]=[CH:39]C=[CH:37][C:10]=1[C:11]([NH:13]C(=O)NC1SC2C=C(S(CCN3CCNCC3)(=O)=O)C=CC=2N=1)=[O:12].CCN(C(C)C)C(C)C.N, predict the reaction product. (2) Given the reactants Br[C:2]1[CH:3]=[CH:4][C:5]([NH2:10])=[N:6][C:7]=1[O:8][CH3:9].[CH3:11][C:12]1[CH:17]=[C:16]([Sn](CCCC)(CCCC)CCCC)[CH:15]=[CH:14][N:13]=1, predict the reaction product. The product is: [CH3:9][O:8][C:7]1[C:2]([C:16]2[CH:15]=[CH:14][N:13]=[C:12]([CH3:11])[CH:17]=2)=[CH:3][CH:4]=[C:5]([NH2:10])[N:6]=1. (3) Given the reactants [NH2:1][CH2:2][C:3]1([OH:16])[CH2:8][CH2:7][N:6]([C:9]([O:11][C:12]([CH3:15])([CH3:14])[CH3:13])=[O:10])[CH2:5][CH2:4]1.[Cl:17][C:18]1[CH:26]=[CH:25][C:21]([C:22](O)=[O:23])=[CH:20][CH:19]=1.C(N(CC)CC)C.F[P-](F)(F)(F)(F)F.N1(O[P+](N(C)C)(N(C)C)N(C)C)C2C=CC=CC=2N=N1, predict the reaction product. The product is: [Cl:17][C:18]1[CH:26]=[CH:25][C:21]([C:22]([NH:1][CH2:2][C:3]2([OH:16])[CH2:4][CH2:5][N:6]([C:9]([O:11][C:12]([CH3:13])([CH3:15])[CH3:14])=[O:10])[CH2:7][CH2:8]2)=[O:23])=[CH:20][CH:19]=1. (4) Given the reactants Cl[C:2]1[C:3]2[CH:30]=[C:29]([Cl:31])[CH:28]=[CH:27][C:4]=2[N:5]([CH2:18][C:19]2[CH:24]=[CH:23][C:22]([O:25][CH3:26])=[CH:21][CH:20]=2)[C:6](=[O:17])[CH:7]([CH2:9][C:10]2[CH:15]=[CH:14][CH:13]=[CH:12][C:11]=2[Cl:16])[N:8]=1.[CH3:32][N:33]1[C:37]2[CH:38]=[C:39](B3OC(C)(C)C(C)(C)O3)[CH:40]=[CH:41][C:36]=2[NH:35][C:34]1=[O:51].[Li+].[Cl-].O, predict the reaction product. The product is: [Cl:31][C:29]1[CH:28]=[CH:27][C:4]2[N:5]([CH2:18][C:19]3[CH:20]=[CH:21][C:22]([O:25][CH3:26])=[CH:23][CH:24]=3)[C:6](=[O:17])[CH:7]([CH2:9][C:10]3[CH:15]=[CH:14][CH:13]=[CH:12][C:11]=3[Cl:16])[N:8]=[C:2]([C:39]3[CH:40]=[CH:41][C:36]4[NH:35][C:34](=[O:51])[N:33]([CH3:32])[C:37]=4[CH:38]=3)[C:3]=2[CH:30]=1. (5) Given the reactants [CH3:1][C:2]1([CH3:14])[C:6]([CH3:8])([CH3:7])[O:5][B:4]([C:9]2[CH:10]=[N:11][NH:12][CH:13]=2)[O:3]1.Br[CH2:16][C:17]([NH2:19])=[O:18].C(=O)([O-])[O-].[Cs+].[Cs+], predict the reaction product. The product is: [CH3:1][C:2]1([CH3:14])[C:6]([CH3:7])([CH3:8])[O:5][B:4]([C:9]2[CH:13]=[N:12][N:11]([CH2:16][C:17]([NH2:19])=[O:18])[CH:10]=2)[O:3]1.